This data is from Catalyst prediction with 721,799 reactions and 888 catalyst types from USPTO. The task is: Predict which catalyst facilitates the given reaction. Reactant: [NH2:1][C:2]1[CH:10]=[CH:9][C:5]([C:6]([NH2:8])=[O:7])=[CH:4][C:3]=1[C:11]([NH2:13])=[O:12].[C:14]1([CH3:24])[CH:19]=[CH:18][C:17]([S:20](Cl)(=[O:22])=[O:21])=[CH:16][CH:15]=1.O. Product: [C:11]([C:3]1[CH:4]=[C:5]([C:6](=[O:7])[NH2:8])[CH:9]=[CH:10][C:2]=1[NH:1][S:20]([C:17]1[CH:18]=[CH:19][C:14]([CH3:24])=[CH:15][CH:16]=1)(=[O:22])=[O:21])(=[O:12])[NH2:13]. The catalyst class is: 17.